From a dataset of Forward reaction prediction with 1.9M reactions from USPTO patents (1976-2016). Predict the product of the given reaction. (1) Given the reactants Cl.[NH2:2][C:3]1[C:4]([CH3:12])=[C:5]([CH:9]=[CH:10][CH:11]=1)[C:6]([OH:8])=[O:7].[C:13]([N:20]1[CH2:27][CH2:26][CH2:25][C@H:21]1[C:22](O)=[O:23])([O:15][C:16]([CH3:19])([CH3:18])[CH3:17])=[O:14], predict the reaction product. The product is: [C:16]([O:15][C:13]([N:20]1[CH2:27][CH2:26][CH2:25][C@H:21]1[C:22]([NH:2][C:3]1[C:4]([CH3:12])=[C:5]([CH:9]=[CH:10][CH:11]=1)[C:6]([OH:8])=[O:7])=[O:23])=[O:14])([CH3:19])([CH3:18])[CH3:17]. (2) The product is: [ClH:32].[F:23][C:21]1[CH:20]=[N:19][C:18]([O:24][C:25]2[CH:30]=[CH:29][C:28]([F:31])=[CH:27][CH:26]=2)=[C:17]([CH:22]=1)[C:15]([NH:14][CH:11]1[CH2:10][CH2:9][NH:8][CH2:13][CH2:12]1)=[O:16]. Given the reactants C(OC([N:8]1[CH2:13][CH2:12][CH:11]([NH:14][C:15]([C:17]2[C:18]([O:24][C:25]3[CH:30]=[CH:29][C:28]([F:31])=[CH:27][CH:26]=3)=[N:19][CH:20]=[C:21]([F:23])[CH:22]=2)=[O:16])[CH2:10][CH2:9]1)=O)(C)(C)C.[Cl:32]CCl, predict the reaction product. (3) Given the reactants [CH2:1]([C@H:8]1[N:13]([C:14]([C:16]2[N:17]=[CH:18][N:19]([CH:27]3[CH2:34][CH2:33][CH2:32][CH2:31][C:28]43[O:30][CH2:29]4)[C:20]=2[C:21]2[CH:26]=[CH:25][CH:24]=[CH:23][CH:22]=2)=[O:15])[CH2:12][CH2:11][N:10]([C:35]([O:37][C:38]([CH3:41])([CH3:40])[CH3:39])=[O:36])[CH2:9]1)[C:2]1[CH:7]=[CH:6][CH:5]=[CH:4][CH:3]=1.[CH3:42][S:43]([CH2:46][CH2:47][NH2:48])(=[O:45])=[O:44].Cl([O-])(=O)(=O)=O.[Li+], predict the reaction product. The product is: [CH2:1]([C@H:8]1[N:13]([C:14]([C:16]2[N:17]=[CH:18][N:19]([CH:27]3[CH2:34][CH2:33][CH2:32][CH2:31][C:28]3([OH:30])[CH2:29][NH:48][CH2:47][CH2:46][S:43]([CH3:42])(=[O:45])=[O:44])[C:20]=2[C:21]2[CH:26]=[CH:25][CH:24]=[CH:23][CH:22]=2)=[O:15])[CH2:12][CH2:11][N:10]([C:35]([O:37][C:38]([CH3:41])([CH3:40])[CH3:39])=[O:36])[CH2:9]1)[C:2]1[CH:7]=[CH:6][CH:5]=[CH:4][CH:3]=1.